Dataset: Reaction yield outcomes from USPTO patents with 853,638 reactions. Task: Predict the reaction yield, written as a fraction of the theoretical maximum amount of product (1.0 means a 100% yield; for example, 0.34 means a 34% yield). (1) The reactants are C(OC(=O)[NH:7][CH2:8][C:9]1[CH:10]=[C:11]2[C:15](=[CH:16][CH:17]=1)[CH2:14][NH:13][C:12]2=[O:18])CCC. The catalyst is Cl. The product is [NH2:7][CH2:8][C:9]1[CH:10]=[C:11]2[C:15]([CH2:14][NH:13][C:12]2=[O:18])=[CH:16][CH:17]=1. The yield is 0.760. (2) The reactants are C(O[C:6](=O)[N:7]([CH:9]1[CH:13]([C:14]2[CH:19]=[CH:18][C:17]([Cl:20])=[CH:16][CH:15]=2)[CH2:12][N:11]([C:21]([N:23]2[CH2:28][CH2:27][N:26]([S:29]([CH3:32])(=[O:31])=[O:30])[CH2:25][CH2:24]2)=[O:22])[CH2:10]1)C)(C)(C)C.C(O)(C(F)(F)F)=O.C([O-])(O)=O.[Na+]. The catalyst is C(Cl)Cl. The product is [Cl:20][C:17]1[CH:16]=[CH:15][C:14]([CH:13]2[CH:9]([NH:7][CH3:6])[CH2:10][N:11]([C:21]([N:23]3[CH2:24][CH2:25][N:26]([S:29]([CH3:32])(=[O:31])=[O:30])[CH2:27][CH2:28]3)=[O:22])[CH2:12]2)=[CH:19][CH:18]=1. The yield is 0.980. (3) The product is [F:19][C:10]1[C:9]([O:8][CH2:7][C:5]2[S:6][C:2]([C:30]3[CH:29]=[N:28][CH:33]=[CH:32][CH:31]=3)=[C:3]([C:20]3[CH:25]=[CH:24][C:23]([O:26][CH3:27])=[CH:22][CH:21]=3)[N:4]=2)=[CH:17][CH:16]=[C:15]([F:18])[C:11]=1[C:12]([NH2:14])=[O:13]. The catalyst is CN(C=O)C.O.[Pd+2].C1(P(C2C=CC=CC=2)C2C=CC=CC=2)C=CC=CC=1. The yield is 0.500. The reactants are Br[C:2]1[S:6][C:5]([CH2:7][O:8][C:9]2[C:10]([F:19])=[C:11]([C:15]([F:18])=[CH:16][CH:17]=2)[C:12]([NH2:14])=[O:13])=[N:4][C:3]=1[C:20]1[CH:25]=[CH:24][C:23]([O:26][CH3:27])=[CH:22][CH:21]=1.[N:28]1[CH:33]=[CH:32][CH:31]=[C:30](B(O)O)[CH:29]=1.P([O-])([O-])([O-])=O.[K+].[K+].[K+].